This data is from Reaction yield outcomes from USPTO patents with 853,638 reactions. The task is: Predict the reaction yield, written as a fraction of the theoretical maximum amount of product (1.0 means a 100% yield; for example, 0.34 means a 34% yield). (1) The reactants are Br[C:2]1[N:3]=[CH:4][C:5]2[N:6]([CH:8]=[C:9]([C:11]3[CH:16]=[CH:15][C:14]([F:17])=[CH:13][CH:12]=3)[N:10]=2)[CH:7]=1.[OH-:18].[Na+].[CH3:20]O. The catalyst is O. The product is [F:17][C:14]1[CH:15]=[CH:16][C:11]([C:9]2[N:10]=[C:5]3[CH:4]=[N:3][C:2]([O:18][CH3:20])=[CH:7][N:6]3[CH:8]=2)=[CH:12][CH:13]=1. The yield is 0.590. (2) The catalyst is C1(C)C=CC=CC=1. The product is [CH3:20][O:19][C:16]1[CH:17]=[C:18]2[C:13](=[CH:14][C:15]=1[O:21][CH3:22])[N:12]=[CH:11][CH:10]=[C:9]2[O:8][C:7]1[C:2]([C:30]2[CH:29]=[CH:28][CH:27]=[C:26]([O:25][CH3:24])[CH:31]=2)=[N:3][C:4]([CH3:23])=[CH:5][CH:6]=1. The reactants are I[C:2]1[C:7]([O:8][C:9]2[C:18]3[C:13](=[CH:14][C:15]([O:21][CH3:22])=[C:16]([O:19][CH3:20])[CH:17]=3)[N:12]=[CH:11][CH:10]=2)=[CH:6][CH:5]=[C:4]([CH3:23])[N:3]=1.[CH3:24][O:25][C:26]1[CH:27]=[C:28](B(O)O)[CH:29]=[CH:30][CH:31]=1.C(=O)([O-])O.[Na+]. The yield is 0.990. (3) The reactants are [CH:1](=[N:8][OH:9])[C:2]1[CH:7]=[CH:6][CH:5]=[N:4][CH:3]=1.ClN1C(=O)CCC1=O.[CH2:18]([NH:21][C:22](=[O:28])[O:23][C:24]([CH3:27])([CH3:26])[CH3:25])[C:19]#[CH:20].C(N(CC)CC)C. The catalyst is CN(C=O)C.C(Cl)Cl. The product is [N:4]1[CH:5]=[CH:6][CH:7]=[C:2]([C:1]2[CH:20]=[C:19]([CH2:18][NH:21][C:22](=[O:28])[O:23][C:24]([CH3:26])([CH3:25])[CH3:27])[O:9][N:8]=2)[CH:3]=1. The yield is 0.590. (4) The reactants are [F:1][C:2]1[CH:22]=[CH:21][C:5]([CH2:6][O:7][C:8]2[CH:13]=[CH:12][CH:11]=[CH:10][C:9]=2[C:14](=O)[CH2:15][CH2:16][C:17](=O)[CH3:18])=[CH:4][CH:3]=1.[NH2:23][C:24]1[CH:25]=[C:26]([S:30]([NH2:33])(=[O:32])=[O:31])[CH:27]=[CH:28][CH:29]=1.C1(C)C=CC(S(O)(=O)=O)=CC=1. The catalyst is C1(C)C=CC=CC=1. The product is [F:1][C:2]1[CH:22]=[CH:21][C:5]([CH2:6][O:7][C:8]2[CH:13]=[CH:12][CH:11]=[CH:10][C:9]=2[C:14]2[N:23]([C:24]3[CH:25]=[C:26]([S:30]([NH2:33])(=[O:31])=[O:32])[CH:27]=[CH:28][CH:29]=3)[C:17]([CH3:18])=[CH:16][CH:15]=2)=[CH:4][CH:3]=1. The yield is 0.700. (5) The reactants are Br[C:2]1[CH:20]=[CH:19][C:5]2[NH:6][C:7]([C:9]3[CH2:13][C:12]4([CH2:18][CH2:17][CH2:16][CH2:15][CH2:14]4)[O:11][N:10]=3)=[N:8][C:4]=2[CH:3]=1.[CH3:21][C:22]1([CH3:32])[O:26]B(O)[C:24]2[CH:28]=[CH:29][CH:30]=[CH:31][C:23]1=2.C(Cl)Cl. The yield is 0.0900. The product is [O:11]1[C:12]2([CH2:18][CH2:17][CH2:16][CH2:15][CH2:14]2)[CH2:13][C:9]([C:7]2[NH:6][C:5]3[CH:19]=[CH:20][C:2]([C:24]4[CH:28]=[CH:29][CH:30]=[CH:31][C:23]=4[C:22]([OH:26])([CH3:32])[CH3:21])=[CH:3][C:4]=3[N:8]=2)=[N:10]1. The catalyst is C1C=CC(P(C2C=CC=CC=2)[C-]2C=CC=C2)=CC=1.C1C=CC(P(C2C=CC=CC=2)[C-]2C=CC=C2)=CC=1.Cl[Pd]Cl.[Fe+2].